From a dataset of Catalyst prediction with 721,799 reactions and 888 catalyst types from USPTO. Predict which catalyst facilitates the given reaction. Reactant: [C:1]12([C:9](=[O:10])[CH:8]3[CH2:11][CH:5]1[CH2:6][CH2:7]3)[CH2:4][CH2:3][CH2:2]2.[CH2:12]([Mg]Br)[CH3:13].CCOCC.O. Product: [CH2:12]([C:9]1([OH:10])[C:1]2([CH2:4][CH2:3][CH2:2]2)[CH:5]2[CH2:11][CH:8]1[CH2:7][CH2:6]2)[CH3:13].[C:1]12([CH:9]([OH:10])[CH:8]3[CH2:11][CH:5]1[CH2:6][CH2:7]3)[CH2:4][CH2:3][CH2:2]2. The catalyst class is: 54.